From a dataset of Peptide-MHC class II binding affinity with 134,281 pairs from IEDB. Regression. Given a peptide amino acid sequence and an MHC pseudo amino acid sequence, predict their binding affinity value. This is MHC class II binding data. The peptide sequence is VWTFDSEEPLQGPFN. The MHC is DRB1_0301 with pseudo-sequence DRB1_0301. The binding affinity (normalized) is 0.413.